From a dataset of Full USPTO retrosynthesis dataset with 1.9M reactions from patents (1976-2016). Predict the reactants needed to synthesize the given product. (1) Given the product [Cl:1][C:2]1[N:7]=[C:6]([C:8]([O:10][CH3:11])=[O:9])[CH:5]=[C:4]([N:15]2[CH2:16][CH2:17][O:18][CH2:19][C@@H:14]2[CH3:13])[N:3]=1, predict the reactants needed to synthesize it. The reactants are: [Cl:1][C:2]1[N:7]=[C:6]([C:8]([O:10][CH3:11])=[O:9])[CH:5]=[C:4](Cl)[N:3]=1.[CH3:13][C@H:14]1[CH2:19][O:18][CH2:17][CH2:16][NH:15]1. (2) Given the product [CH3:1][O:2][C:3]1[CH:4]=[CH:5][C:6]([CH2:7][CH:8]2[CH2:13][CH2:12][CH2:11][NH:10][C:9]2=[O:14])=[CH:15][CH:16]=1, predict the reactants needed to synthesize it. The reactants are: [CH3:1][O:2][C:3]1[CH:16]=[CH:15][C:6]([CH:7]=[C:8]2[CH2:13][CH2:12][CH2:11][NH:10][C:9]2=[O:14])=[CH:5][CH:4]=1.CO. (3) Given the product [CH3:4][CH:5]([CH3:29])[CH2:6][N:7]1[C:8]2[C:17]3[CH:16]=[CH:15][CH:14]=[CH:13][C:12]=3[N:11]=[CH:10][C:9]=2[N:18]=[C:19]1[CH2:20][CH2:21][C:22]1([CH3:27])[O:26][CH2:25][CH2:24][O:23]1, predict the reactants needed to synthesize it. The reactants are: O.[OH-].[Na+].[CH3:4][CH:5]([CH3:29])[CH2:6][NH:7][C:8]1[C:17]2[C:12](=[CH:13][CH:14]=[CH:15][CH:16]=2)[N:11]=[CH:10][C:9]=1[NH:18][C:19](=O)[CH2:20][CH2:21][C:22]1([CH3:27])[O:26][CH2:25][CH2:24][O:23]1. (4) Given the product [CH3:1][O:2][C:3]([C:5]1[C:10]([NH2:11])=[N:9][C:8]([NH2:12])=[CH:7][N:6]=1)=[O:4], predict the reactants needed to synthesize it. The reactants are: [CH3:1][O:2][C:3]([C:5]1[C:10]([NH2:11])=[N:9][C:8]([NH2:12])=[C:7](Cl)[N:6]=1)=[O:4].C(O)=O.C(N(CC)CC)C. (5) Given the product [C:2]1([O:12][C:13]2[CH:14]=[C:15]([CH:18]=[CH:19][CH:20]=2)[CH:16]=[O:17])[C:11]2[C:6](=[CH:7][CH:8]=[CH:9][CH:10]=2)[CH:5]=[CH:4][CH:3]=1, predict the reactants needed to synthesize it. The reactants are: I[C:2]1[C:11]2[C:6](=[CH:7][CH:8]=[CH:9][CH:10]=2)[CH:5]=[CH:4][CH:3]=1.[OH:12][C:13]1[CH:14]=[C:15]([CH:18]=[CH:19][CH:20]=1)[CH:16]=[O:17].